Dataset: Forward reaction prediction with 1.9M reactions from USPTO patents (1976-2016). Task: Predict the product of the given reaction. (1) Given the reactants Cl[C:2]1[N:7]=[C:6]([NH:8][C:9]2[CH:14]=[CH:13][C:12]3[O:15][CH2:16][CH2:17][O:18][C:11]=3[CH:10]=2)[C:5]([F:19])=[CH:4][N:3]=1.[CH3:20][C:21]1[CH:27]=[C:26]([OH:28])[C:25]([CH3:29])=[CH:24][C:22]=1[NH2:23], predict the reaction product. The product is: [CH3:20][C:21]1[CH:27]=[C:26]([OH:28])[C:25]([CH3:29])=[CH:24][C:22]=1[NH:23][C:2]1[N:7]=[C:6]([NH:8][C:9]2[CH:14]=[CH:13][C:12]3[O:15][CH2:16][CH2:17][O:18][C:11]=3[CH:10]=2)[C:5]([F:19])=[CH:4][N:3]=1. (2) Given the reactants [CH3:1][O:2][C:3](=[O:19])[C:4]1[CH:9]=[CH:8][C:7]([O:10][C:11]2[CH:12]=[N:13][C:14]([O:17]C)=[CH:15][CH:16]=2)=[CH:6][CH:5]=1.I[Si](C)(C)C, predict the reaction product. The product is: [CH3:1][O:2][C:3](=[O:19])[C:4]1[CH:5]=[CH:6][C:7]([O:10][C:11]2[CH:12]=[N:13][C:14]([OH:17])=[CH:15][CH:16]=2)=[CH:8][CH:9]=1. (3) Given the reactants [Br:1][C:2]1[CH:3]=[C:4]([S:8](Cl)(=[O:10])=[O:9])[CH:5]=[CH:6][CH:7]=1.[N:12]1([CH2:17][CH2:18][NH2:19])[CH2:16][CH2:15][CH2:14][CH2:13]1, predict the reaction product. The product is: [Br:1][C:2]1[CH:3]=[C:4]([S:8]([NH:19][CH2:18][CH2:17][N:12]2[CH2:16][CH2:15][CH2:14][CH2:13]2)(=[O:10])=[O:9])[CH:5]=[CH:6][CH:7]=1. (4) Given the reactants [C:1]([NH:5][C:6]1[C:15]2[C:14](=[O:16])[N:13]([CH2:17][CH2:18][OH:19])[CH:12]=[CH:11][C:10]=2[CH:9]=[C:8]([NH:20][C:21]2[N:26]=[CH:25][N:24]=[C:23]([O:27][CH:28]3[CH2:33][CH2:32][N:31](C(OC(C)(C)C)=O)[CH2:30][CH2:29]3)[CH:22]=2)[N:7]=1)([CH3:4])([CH3:3])[CH3:2].C(O)(C(F)(F)F)=O, predict the reaction product. The product is: [C:1]([NH:5][C:6]1[N:7]=[C:8]([NH:20][C:21]2[CH:22]=[C:23]([O:27][CH:28]3[CH2:33][CH2:32][NH:31][CH2:30][CH2:29]3)[N:24]=[CH:25][N:26]=2)[CH:9]=[C:10]2[C:15]=1[C:14](=[O:16])[N:13]([CH2:17][CH2:18][OH:19])[CH:12]=[CH:11]2)([CH3:4])([CH3:2])[CH3:3]. (5) Given the reactants [CH3:1][C:2]1[S:11][C:10]2[NH:9][C:8]3[CH:12]=[CH:13][CH:14]=[CH:15][C:7]=3[N:6]=[C:5]([NH2:16])[C:4]=2[N:3]=1.[CH3:17][O:18][C:19]1[CH:31]=[CH:30][CH:29]=[CH:28][C:20]=1[CH2:21][C@H:22]1[CH2:27]N[CH2:25][CH2:24][NH:23]1, predict the reaction product. The product is: [CH3:17][O:18][C:19]1[CH:31]=[CH:30][CH:29]=[CH:28][C:20]=1[CH2:21][C@@H:22]1[NH:23][CH2:24][CH2:25][N:16]([C:5]2[C:4]3[N:3]=[C:2]([CH3:1])[S:11][C:10]=3[NH:9][C:8]3[CH:12]=[CH:13][CH:14]=[CH:15][C:7]=3[N:6]=2)[CH2:27]1. (6) Given the reactants [Cl:1][C:2]1[N:3]=[C:4]([NH:16][C:17]2[CH:22]=[C:21]([Cl:23])[CH:20]=[C:19]([Cl:24])[CH:18]=2)[N:5](CC2C=CC(OC)=CC=2)[N:6]=1.C(O)(C(F)(F)F)=O, predict the reaction product. The product is: [Cl:1][C:2]1[NH:6][N:5]=[C:4]([NH:16][C:17]2[CH:18]=[C:19]([Cl:24])[CH:20]=[C:21]([Cl:23])[CH:22]=2)[N:3]=1. (7) The product is: [Br:1][C:2]1[C:6]2[CH2:7][N:8]([C:11](=[O:12])[CH3:23])[CH2:9][CH2:10][C:5]=2[N:4]([CH2:18][C:19]([F:22])([F:21])[F:20])[N:3]=1. Given the reactants [Br:1][C:2]1[C:6]2[CH2:7][N:8]([C:11](OC(C)(C)C)=[O:12])[CH2:9][CH2:10][C:5]=2[N:4]([CH2:18][C:19]([F:22])([F:21])[F:20])[N:3]=1.[C:23](O)(C(F)(F)F)=O.CC(OC(C)=O)=O, predict the reaction product.